This data is from Forward reaction prediction with 1.9M reactions from USPTO patents (1976-2016). The task is: Predict the product of the given reaction. (1) Given the reactants [CH2:1]([S:3]([C:6]1[CH:7]=[C:8]([C:12]2[CH:20]=[CH:19][C:18]([OH:21])=[C:17]3[C:13]=2[C:14]2[CH:25]=[C:24]([CH3:26])[CH:23]=[N:22][C:15]=2[NH:16]3)[CH:9]=[CH:10][CH:11]=1)(=[O:5])=[O:4])[CH3:2].Br[CH2:28][CH2:29][CH2:30][OH:31].C(S(C1C=C(C2C=CC(OCCCN(C)C)=C3C=2C2C=C(C)C=NC=2N3)C=CC=1)(=O)=O)C, predict the reaction product. The product is: [CH2:1]([S:3]([C:6]1[CH:7]=[C:8]([C:12]2[CH:20]=[CH:19][C:18]([O:21][CH2:28][CH2:29][CH2:30][OH:31])=[C:17]3[C:13]=2[C:14]2[CH:25]=[C:24]([CH3:26])[CH:23]=[N:22][C:15]=2[NH:16]3)[CH:9]=[CH:10][CH:11]=1)(=[O:5])=[O:4])[CH3:2]. (2) Given the reactants [CH2:1]([N:8]1[CH2:14][C:11]2([CH2:13][CH2:12]2)[C:10]2(OCC[O:15]2)[CH2:9]1)[C:2]1[CH:7]=[CH:6][CH:5]=[CH:4][CH:3]=1.[CH2:19]([N:26]1[CH2:32][C:31](=[O:33])[C:28]2([CH2:30][CH2:29]2)[CH2:27]1)[C:20]1[CH:25]=[CH:24][CH:23]=[CH:22][CH:21]=1.[BH4-].[Na+], predict the reaction product. The product is: [CH2:1]([N:8]1[CH2:9][C:10](=[O:15])[C:11]2([CH2:12][CH2:13]2)[CH2:14]1)[C:2]1[CH:3]=[CH:4][CH:5]=[CH:6][CH:7]=1.[CH2:19]([N:26]1[CH2:32][CH:31]([OH:33])[C:28]2([CH2:29][CH2:30]2)[CH2:27]1)[C:20]1[CH:21]=[CH:22][CH:23]=[CH:24][CH:25]=1. (3) Given the reactants [C:1]1([OH:7])[CH:6]=[CH:5][CH:4]=[CH:3][CH:2]=1.[CH3:8][C:9]([C:11]1[CH:12]=[CH:13][C:14]([OH:17])=[CH:15][CH:16]=1)=O, predict the reaction product. The product is: [OH:7][C:1]1[CH:6]=[CH:5][C:4]([C:9]([C:4]2[CH:5]=[CH:6][C:1]([OH:7])=[CH:2][CH:3]=2)([C:11]2[CH:12]=[CH:13][C:14]([OH:17])=[CH:15][CH:16]=2)[CH3:8])=[CH:3][CH:2]=1. (4) Given the reactants [C:1]1([S:7](NC2SC3CCCCC=3C=2C(OCC)=O)(=[O:9])=[O:8])[CH:6]=[CH:5][CH:4]=[CH:3][CH:2]=1.[NH2:25][C:26]1[S:30][C:29]2[CH2:31][CH2:32][C:33]([CH3:36])([CH3:35])[CH2:34][C:28]=2[C:27]=1[C:37]([O:39][CH2:40][CH3:41])=[O:38].C1(S(Cl)(=O)=O)C=CC=CC=1, predict the reaction product. The product is: [CH3:36][C:33]1([CH3:35])[CH2:32][CH2:31][C:29]2[S:30][C:26]([NH:25][S:7]([C:1]3[CH:6]=[CH:5][CH:4]=[CH:3][CH:2]=3)(=[O:9])=[O:8])=[C:27]([C:37]([O:39][CH2:40][CH3:41])=[O:38])[C:28]=2[CH2:34]1. (5) Given the reactants [F:1][C:2]1[CH:7]=[CH:6][C:5]([O:8][CH3:9])=[CH:4][C:3]=1F.[CH3:11][S-:12].[Na+], predict the reaction product. The product is: [F:1][C:2]1[CH:7]=[CH:6][C:5]([O:8][CH3:9])=[CH:4][C:3]=1[S:12][CH3:11]. (6) Given the reactants [C:1]([C:3]1[CH:4]=[C:5](B(O)O)[CH:6]=[CH:7][CH:8]=1)#[N:2].[CH:12]([C:15]1[CH:19]=[C:18]([C:20]([O:22][CH2:23][CH3:24])=[O:21])[NH:17][N:16]=1)([CH3:14])[CH3:13], predict the reaction product. The product is: [C:1]([C:3]1[CH:4]=[C:5]([N:17]2[C:18]([C:20]([O:22][CH2:23][CH3:24])=[O:21])=[CH:19][C:15]([CH:12]([CH3:13])[CH3:14])=[N:16]2)[CH:6]=[CH:7][CH:8]=1)#[N:2]. (7) Given the reactants ClC1C=CC2[N:6]=C(N)N=C(OCC)C=2N=1.[F:16][C:17]1[CH:24]=[CH:23][C:20]([CH:21]=O)=[CH:19][CH:18]=1.C(O)(=O)C.[BH-](OC(C)=O)(OC(C)=O)OC(C)=O.[Na+], predict the reaction product. The product is: [F:16][C:17]1[CH:24]=[CH:23][C:20]([CH2:21][NH2:6])=[CH:19][CH:18]=1. (8) Given the reactants [CH3:1][O:2][C:3]1[N:8]=[CH:7][C:6]([NH:9][C:10]2[C:17]([C:18]3[N:26]=[C:25]([CH3:27])[N:24]=[C:23]4[C:19]=3[N:20]=[CH:21][N:22]4C3CCCCO3)=[CH:16][C:13]([CH:14]=O)=[CH:12][N:11]=2)=[CH:5][CH:4]=1.[NH2:34][C:35]1[CH:40]=[CH:39][CH:38]=[CH:37][CH:36]=1.[BH4-].[Na+].Cl, predict the reaction product. The product is: [CH3:1][O:2][C:3]1[N:8]=[CH:7][C:6]([NH:9][C:10]2[C:17]([C:18]3[N:26]=[C:25]([CH3:27])[N:24]=[C:23]4[C:19]=3[N:20]=[CH:21][NH:22]4)=[CH:16][C:13]([CH2:14][NH:34][C:35]3[CH:40]=[CH:39][CH:38]=[CH:37][CH:36]=3)=[CH:12][N:11]=2)=[CH:5][CH:4]=1. (9) Given the reactants [Cl:1][C:2]1[C:16]([Cl:17])=[CH:15][CH:14]=[CH:13][C:3]=1[CH2:4][NH:5][C:6](=[O:12])[N:7]([CH2:9][CH2:10][OH:11])[CH3:8].[CH2:18]([C:20]1[CH:25]=[CH:24][C:23]([N:26]=[C:27]=[O:28])=[CH:22][CH:21]=1)[CH3:19], predict the reaction product. The product is: [CH2:18]([C:20]1[CH:25]=[CH:24][C:23]([NH:26][C:27](=[O:28])[O:11][CH2:10][CH2:9][N:7]([CH3:8])[C:6]([NH:5][CH2:4][C:3]2[CH:13]=[CH:14][CH:15]=[C:16]([Cl:17])[C:2]=2[Cl:1])=[O:12])=[CH:22][CH:21]=1)[CH3:19]. (10) Given the reactants [NH2:1][C:2]1[CH:3]=[C:4]2[C:9](=[CH:10][CH:11]=1)[N:8]=[CH:7][C:6]([C:12]#[N:13])=[C:5]2[NH:14][C:15]1[CH:20]=[CH:19][C:18]([F:21])=[C:17]([Cl:22])[CH:16]=1.[CH:23]([C:25]1[N:26]([CH3:39])[C:27]2[C:32]([CH:33]=1)=[CH:31][CH:30]=[C:29]([C:34]([N:36]([CH3:38])[CH3:37])=[O:35])[CH:28]=2)=O.[BH3-]C#N.[Na+], predict the reaction product. The product is: [Cl:22][C:17]1[CH:16]=[C:15]([NH:14][C:5]2[C:4]3[C:9](=[CH:10][CH:11]=[C:2]([NH:1][CH2:23][C:25]4[N:26]([CH3:39])[C:27]5[C:32]([CH:33]=4)=[CH:31][CH:30]=[C:29]([C:34]([N:36]([CH3:38])[CH3:37])=[O:35])[CH:28]=5)[CH:3]=3)[N:8]=[CH:7][C:6]=2[C:12]#[N:13])[CH:20]=[CH:19][C:18]=1[F:21].